Task: Predict the reaction yield, written as a fraction of the theoretical maximum amount of product (1.0 means a 100% yield; for example, 0.34 means a 34% yield).. Dataset: Reaction yield outcomes from USPTO patents with 853,638 reactions (1) The reactants are [CH2:1]([C@@H:3]1[CH2:7][O:6][C:5]([C:8]2[NH:12][C:11]([C:13]3[CH:14]=[C:15]([CH:27]=[C:28]([O:30][C@@H:31]([CH3:35])[CH2:32][O:33]C)[CH:29]=3)[O:16][C:17]3[CH:18]=[CH:19][C:20]([S:23]([CH3:26])(=[O:25])=[O:24])=[N:21][CH:22]=3)=[CH:10][CH:9]=2)=[N:4]1)[CH3:2].B(Br)(Br)Br.C(=O)([O-])O.[Na+]. The catalyst is C(Cl)Cl. The product is [CH2:1]([C@@H:3]1[CH2:7][O:6][C:5]([C:8]2[NH:12][C:11]([C:13]3[CH:29]=[C:28]([CH:27]=[C:15]([O:16][C:17]4[CH:22]=[N:21][C:20]([S:23]([CH3:26])(=[O:24])=[O:25])=[CH:19][CH:18]=4)[CH:14]=3)[O:30][C@@H:31]([CH3:35])[CH2:32][OH:33])=[CH:10][CH:9]=2)=[N:4]1)[CH3:2]. The yield is 0.710. (2) The reactants are [C:1]([NH2:9])(=[O:8])[C:2]1[CH:7]=[CH:6][CH:5]=[CH:4][CH:3]=1.O.[C:11]([OH:15])(=[O:14])[CH:12]=[O:13]. The catalyst is CC(C)=O. The product is [C:1]([NH:9][CH:12]([OH:13])[C:11]([OH:15])=[O:14])(=[O:8])[C:2]1[CH:7]=[CH:6][CH:5]=[CH:4][CH:3]=1. The yield is 1.00.